This data is from Reaction yield outcomes from USPTO patents with 853,638 reactions. The task is: Predict the reaction yield, written as a fraction of the theoretical maximum amount of product (1.0 means a 100% yield; for example, 0.34 means a 34% yield). (1) The reactants are [Cl:1][C:2]1[CH:3]=[C:4]([CH:31]=[CH:32][C:33]=1[O:34][CH3:35])[CH2:5][NH:6][C:7]1[C:12]([C:13]([NH:15][CH2:16][CH2:17][N:18]2[CH2:23][CH2:22][NH:21][CH2:20][CH2:19]2)=[O:14])=[CH:11][N:10]=[C:9]([N:24]2[CH2:30][CH2:29][C:26]3([CH2:28][CH2:27]3)[CH2:25]2)[N:8]=1.[CH2:36]=O.[BH4-].[Na+]. The catalyst is CO. The product is [Cl:1][C:2]1[CH:3]=[C:4]([CH:31]=[CH:32][C:33]=1[O:34][CH3:35])[CH2:5][NH:6][C:7]1[C:12]([C:13]([NH:15][CH2:16][CH2:17][N:18]2[CH2:19][CH2:20][N:21]([CH3:36])[CH2:22][CH2:23]2)=[O:14])=[CH:11][N:10]=[C:9]([N:24]2[CH2:30][CH2:29][C:26]3([CH2:27][CH2:28]3)[CH2:25]2)[N:8]=1. The yield is 0.650. (2) The reactants are [CH3:1][C:2]1[N:3]=[C:4]2[N:9]=CC=C[N:5]2[C:10]=1[C:11]1[CH:16]=[CH:15][C:14]([C:17]([F:20])([F:19])[F:18])=[CH:13][CH:12]=1.C[CH2:22][OH:23].[OH2:24].NN. No catalyst specified. The product is [CH:22]([O-:23])=[O:24].[CH3:1][C:2]1[N:3]=[C:4]([NH3+:9])[NH:5][C:10]=1[C:11]1[CH:12]=[CH:13][C:14]([C:17]([F:20])([F:18])[F:19])=[CH:15][CH:16]=1. The yield is 0.729. (3) The reactants are [CH3:1][N:2]([CH3:15])[CH2:3][C:4]1[CH:9]=[C:8]([O:10][CH3:11])[C:7]([OH:12])=[C:6]([O:13][CH3:14])[CH:5]=1.[CH3:16][I:17]. The catalyst is O1CCOCC1. The product is [I-:17].[CH3:15][N+:2]([CH3:16])([CH3:1])[CH2:3][C:4]1[CH:5]=[C:6]([O:13][CH3:14])[C:7]([OH:12])=[C:8]([O:10][CH3:11])[CH:9]=1. The yield is 0.990. (4) The reactants are [CH3:1][S:2]([NH:5][C:6]1[CH:17]=[CH:16][C:9]2[S:10][C:11]([C:13]([OH:15])=O)=[CH:12][C:8]=2[CH:7]=1)(=[O:4])=[O:3].C1(C(C2C=C(C=CC=2)N)=C)C=CC=CC=1.[C:33]1([C:39]2([C:42]3[CH:43]=[C:44]([CH:46]=[CH:47][CH:48]=3)[NH2:45])[CH2:41][CH2:40]2)[CH:38]=[CH:37][CH:36]=[CH:35][CH:34]=1.CN(C(ON1N=NC2C=CC=NC1=2)=[N+](C)C)C.F[P-](F)(F)(F)(F)F.CCN(C(C)C)C(C)C. The catalyst is CN(C=O)C. The product is [CH3:1][S:2]([NH:5][C:6]1[CH:17]=[CH:16][C:9]2[S:10][C:11]([C:13]([NH:45][C:44]3[CH:46]=[CH:47][CH:48]=[C:42]([C:39]4([C:33]5[CH:38]=[CH:37][CH:36]=[CH:35][CH:34]=5)[CH2:41][CH2:40]4)[CH:43]=3)=[O:15])=[CH:12][C:8]=2[CH:7]=1)(=[O:3])=[O:4]. The yield is 0.0700. (5) The yield is 0.710. The catalyst is C(Cl)(Cl)Cl. The reactants are Cl[CH2:2][CH2:3][CH2:4][NH:5][C:6]([C:8]1[C:9]([C:14]2[CH:19]=[CH:18][CH:17]=[CH:16][CH:15]=2)=[N:10][O:11][C:12]=1[CH3:13])=[O:7].Br.Br.[Cl:22][C:23]1[CH:24]=[CH:25][C:26]([OH:35])=[C:27]([N:29]2[CH2:34][CH2:33][NH:32][CH2:31][CH2:30]2)[CH:28]=1.C(=O)([O-])[O-].[K+].[K+]. The product is [Cl:22][C:23]1[CH:24]=[CH:25][C:26]([OH:35])=[C:27]([N:29]2[CH2:30][CH2:31][N:32]([CH2:2][CH2:3][CH2:4][NH:5][C:6]([C:8]3[C:9]([C:14]4[CH:19]=[CH:18][CH:17]=[CH:16][CH:15]=4)=[N:10][O:11][C:12]=3[CH3:13])=[O:7])[CH2:33][CH2:34]2)[CH:28]=1. (6) The reactants are [CH3:1][NH:2][CH2:3][C:4]1[CH:5]=[C:6]2[C:10](=[CH:11][CH:12]=1)[N:9]([CH3:13])[CH:8]=[CH:7]2.Cl.Cl.[CH3:16][N:17]1[CH2:23][C:22]2[CH:24]=[C:25](/[CH:28]=[CH:29]/[C:30](O)=[O:31])[CH:26]=[N:27][C:21]=2[NH:20][C:19](=[O:33])[CH2:18]1.C1C=CC2N(O)N=NC=2C=1.C(N(C(C)C)CC)(C)C.CCN=C=NCCCN(C)C.Cl. The catalyst is CN(C=O)C.C(OCC)C.O. The product is [CH3:1][N:2]([CH2:3][C:4]1[CH:5]=[C:6]2[C:10](=[CH:11][CH:12]=1)[N:9]([CH3:13])[CH:8]=[CH:7]2)[C:30](=[O:31])/[CH:29]=[CH:28]/[C:25]1[CH:26]=[N:27][C:21]2[NH:20][C:19](=[O:33])[CH2:18][N:17]([CH3:16])[CH2:23][C:22]=2[CH:24]=1. The yield is 0.780. (7) The reactants are [CH2:1]([NH2:8])[C:2]1[CH:7]=[CH:6][CH:5]=[CH:4][CH:3]=1.C(N(CC)CC)C.Cl.[F:17][C:18]([F:52])([F:51])[C:19]1[CH:24]=[C:23]([C:25]2[CH:30]=[CH:29][C:28]([C:31]([F:34])([F:33])[F:32])=[CH:27][CH:26]=2)[N:22]=[C:21]([C:35]2[CH:40]=[CH:39][N:38]=[C:37]([C:41]3[CH:42]=[C:43]([S:47](Cl)(=[O:49])=[O:48])[CH:44]=[CH:45][CH:46]=3)[CH:36]=2)[N:20]=1. The catalyst is C1COCC1. The product is [CH2:1]([NH:8][S:47]([C:43]1[CH:44]=[CH:45][CH:46]=[C:41]([C:37]2[CH:36]=[C:35]([C:21]3[N:20]=[C:19]([C:18]([F:17])([F:51])[F:52])[CH:24]=[C:23]([C:25]4[CH:30]=[CH:29][C:28]([C:31]([F:34])([F:32])[F:33])=[CH:27][CH:26]=4)[N:22]=3)[CH:40]=[CH:39][N:38]=2)[CH:42]=1)(=[O:48])=[O:49])[C:2]1[CH:7]=[CH:6][CH:5]=[CH:4][CH:3]=1. The yield is 0.850. (8) The reactants are CS[C:3](SC)=[C:4]1[C:13](=[O:14])[C:12]2[C:7](=[CH:8][CH:9]=[CH:10][CH:11]=2)[N:6]([NH:15][CH2:16][CH:17]2[CH2:19][CH2:18]2)[C:5]1=[O:20].[NH2:23][C:24]1[S:25][CH:26]=[C:27]([CH2:33][O:34][CH2:35][O:36][CH3:37])[C:28]=1[S:29]([NH2:32])(=[O:31])=[O:30]. The catalyst is O1CCOCC1. The product is [CH:17]1([CH2:16][NH:15][N:6]2[C:7]3[C:12](=[CH:11][CH:10]=[CH:9][CH:8]=3)[C:13]([OH:14])=[C:4]([C:3]3[NH:23][C:24]4[S:25][CH:26]=[C:27]([CH2:33][O:34][CH2:35][O:36][CH3:37])[C:28]=4[S:29](=[O:31])(=[O:30])[N:32]=3)[C:5]2=[O:20])[CH2:18][CH2:19]1. The yield is 0.520. (9) The reactants are N[CH:2]1[CH2:6][N:5](C(CC)C(N)=[O:9])[C:4](=[O:13])[CH2:3]1.CO[C:16]1([O:21][CH3:22])[CH2:20][CH2:19][CH2:18]O1.N1C=CC=CC=1. The catalyst is CC(O)=O. The product is [NH:5]1[CH2:6][CH2:2][CH2:3][C:4]1=[O:13].[O:21]1[CH:22]=[CH:18][C:19]([OH:9])=[CH:20][CH2:16]1. The yield is 0.301.